Dataset: Reaction yield outcomes from USPTO patents with 853,638 reactions. Task: Predict the reaction yield, written as a fraction of the theoretical maximum amount of product (1.0 means a 100% yield; for example, 0.34 means a 34% yield). The reactants are Cl[C:2]1[N:7]=[C:6]([C:8]2[S:12][C:11]([NH2:13])=[N:10][C:9]=2[C:14]2[CH:19]=[CH:18][CH:17]=[C:16]([O:20][CH2:21][C:22]3[CH:27]=[CH:26][CH:25]=[CH:24][CH:23]=3)[CH:15]=2)[CH:5]=[CH:4][N:3]=1.CC(O)C.[Cl:32][C:33]1[CH:34]=[C:35]([NH2:45])[CH:36]=[CH:37][C:38]=1[O:39][CH2:40][CH2:41][N:42]([CH3:44])[CH3:43]. The catalyst is Cl.CC(N(C)C)=O. The product is [NH2:13][C:11]1[S:12][C:8]([C:6]2[CH:5]=[CH:4][N:3]=[C:2]([NH:45][C:35]3[CH:36]=[CH:37][C:38]([O:39][CH2:40][CH2:41][N:42]([CH3:43])[CH3:44])=[C:33]([Cl:32])[CH:34]=3)[N:7]=2)=[C:9]([C:14]2[CH:19]=[CH:18][CH:17]=[C:16]([O:20][CH2:21][C:22]3[CH:23]=[CH:24][CH:25]=[CH:26][CH:27]=3)[CH:15]=2)[N:10]=1. The yield is 0.130.